This data is from Reaction yield outcomes from USPTO patents with 853,638 reactions. The task is: Predict the reaction yield, written as a fraction of the theoretical maximum amount of product (1.0 means a 100% yield; for example, 0.34 means a 34% yield). The catalyst is CN(C=O)C. The product is [CH3:3][O:4][C:5](=[O:17])[CH:6]([C:7]1[CH:8]=[CH:9][C:10]([S:13]([CH3:16])(=[O:14])=[O:15])=[CH:11][CH:12]=1)[CH2:22][C:21]1[CH:24]=[CH:25][CH:26]=[C:19]([F:18])[CH:20]=1. The yield is 0.910. The reactants are [H-].[Na+].[CH3:3][O:4][C:5](=[O:17])[CH2:6][C:7]1[CH:12]=[CH:11][C:10]([S:13]([CH3:16])(=[O:15])=[O:14])=[CH:9][CH:8]=1.[F:18][C:19]1[CH:20]=[C:21]([CH:24]=[CH:25][CH:26]=1)[CH2:22]Br.